From a dataset of Catalyst prediction with 721,799 reactions and 888 catalyst types from USPTO. Predict which catalyst facilitates the given reaction. Product: [Cl:1][C:2]1[C:3]([N:11]2[C:15]([NH:16][CH2:19][C:20]([Cl:22])=[CH2:21])=[C:14]([C:23]#[N:24])[CH:13]=[N:12]2)=[N:4][N:5]2[CH2:10][CH2:9][CH2:8][CH2:7][C:6]=12. Reactant: [Cl:1][C:2]1[C:3]([N:11]2[C:15]([N:16]([CH2:19][C:20]([Cl:22])=[CH2:21])C=O)=[C:14]([C:23]#[N:24])[CH:13]=[N:12]2)=[N:4][N:5]2[CH2:10][CH2:9][CH2:8][CH2:7][C:6]=12.Cl.O. The catalyst class is: 8.